From a dataset of Reaction yield outcomes from USPTO patents with 853,638 reactions. Predict the reaction yield, written as a fraction of the theoretical maximum amount of product (1.0 means a 100% yield; for example, 0.34 means a 34% yield). (1) The reactants are [CH3:1][C:2]([O:4][C@H:5]1[C:14]2[C@@:15]3([CH3:30])[C@@H:26]([CH2:27][O:28][CH3:29])[O:25][C:23](=[O:24])[C:17]4=C[O:19][C:20]([C:21](=[O:22])[C:13]=2[C@@H:8]2[CH2:9][CH2:10][C@H:11]([OH:12])[C@@:7]2([CH3:31])[CH2:6]1)=[C:16]34)=[O:3].[CH:32]1([NH:38][CH3:39])[CH2:37][CH2:36][CH2:35][CH2:34][CH2:33]1.[CH2:40](Cl)Cl. No catalyst specified. The product is [C:2]([O:4][C@H:5]1[C:14]2[C@:15]3([CH3:30])[C:16](/[C:17](=[CH:39]\[N:38]([CH:32]4[CH2:37][CH2:36][CH2:35][CH2:34][CH2:33]4)[CH3:40])/[C:23](=[O:24])[O:25][C@@H:26]3[CH2:27][O:28][CH3:29])=[C:20]([OH:19])[C:21](=[O:22])[C:13]=2[CH:8]2[C@@:7]([CH3:31])([C@@H:11]([OH:12])[CH2:10][CH2:9]2)[CH2:6]1)(=[O:3])[CH3:1]. The yield is 0.460. (2) The reactants are Br[C:2]1[CH:8]=[CH:7][C:5]([NH2:6])=[C:4]([F:9])[CH:3]=1.[CH3:10][PH:11](=[O:13])[CH3:12].CC1(C)C2C(=C(P(C3C=CC=CC=3)C3C=CC=CC=3)C=CC=2)OC2C(P(C3C=CC=CC=3)C3C=CC=CC=3)=CC=CC1=2.P([O-])([O-])([O-])=O.[K+].[K+].[K+]. The catalyst is CN(C=O)C.C([O-])(=O)C.[Pd+2].C([O-])(=O)C. The product is [CH3:10][P:11]([C:2]1[CH:8]=[CH:7][C:5]([NH2:6])=[C:4]([F:9])[CH:3]=1)([CH3:12])=[O:13]. The yield is 0.200. (3) The yield is 0.410. The reactants are [CH2:1]([C:3]([C:12]1[CH:25]=[CH:24][C:15]([O:16][CH2:17][C:18]([OH:23])([CH2:21][CH3:22])[CH2:19][CH3:20])=[C:14]([CH3:26])[CH:13]=1)([C:6]1[S:7][CH:8]=[C:9]([CH3:11])[CH:10]=1)[CH2:4][CH3:5])[CH3:2].[Li]CCCC.Cl[C:33]([O:35][CH3:36])=[O:34]. The catalyst is C1COCC1. The product is [CH3:36][O:35][C:33]([C:8]1[S:7][C:6]([C:3]([CH2:4][CH3:5])([C:12]2[CH:25]=[CH:24][C:15]([O:16][CH2:17][C:18]([CH2:21][CH3:22])([OH:23])[CH2:19][CH3:20])=[C:14]([CH3:26])[CH:13]=2)[CH2:1][CH3:2])=[CH:10][C:9]=1[CH3:11])=[O:34]. (4) The reactants are [CH2:1]([N:5]([CH2:21][CH:22]([CH3:24])[CH3:23])[C:6]1[CH:11]=[CH:10][C:9]([C:12]2(C(O)=O)[CH2:14][CH2:13]2)=[CH:8][C:7]=1[N+:18]([O-:20])=[O:19])[CH:2]([CH3:4])[CH3:3].[C:25](Cl)(=[O:29])[C:26](Cl)=O.C[Si](C=[N+]=[N-])(C)C.CN(C=[O:42])C. The catalyst is C(Cl)Cl.CCOC(C)=O.[Ag]=O.CN(C=O)C.O. The product is [CH2:1]([N:5]([CH2:21][CH:22]([CH3:24])[CH3:23])[C:6]1[CH:11]=[CH:10][C:9]([C:12]2([CH2:26][C:25]([OH:29])=[O:42])[CH2:14][CH2:13]2)=[CH:8][C:7]=1[N+:18]([O-:20])=[O:19])[CH:2]([CH3:4])[CH3:3]. The yield is 0.179. (5) The reactants are [Si]([O:8][CH:9]1[CH2:14][CH2:13][N:12]([C:15]2[CH:16]=[N:17][C:18]3[C:23]([CH:24]=2)=[CH:22][C:21]([S:25][C:26]2[N:30]4[CH:31]=[C:32]([C:35]([O:37]CC)=[CH2:36])[CH:33]=[CH:34][C:29]4=[N:28][N:27]=2)=[CH:20][CH:19]=3)[CH2:11][CH2:10]1)(C(C)(C)C)(C)C.Cl.C([O-])(O)=O.[Na+]. The yield is 0.625. The catalyst is C1COCC1. The product is [OH:8][CH:9]1[CH2:10][CH2:11][N:12]([C:15]2[CH:16]=[N:17][C:18]3[C:23]([CH:24]=2)=[CH:22][C:21]([S:25][C:26]2[N:30]4[CH:31]=[C:32]([C:35](=[O:37])[CH3:36])[CH:33]=[CH:34][C:29]4=[N:28][N:27]=2)=[CH:20][CH:19]=3)[CH2:13][CH2:14]1. (6) The reactants are Br[C:2]1[CH:7]=[CH:6][CH:5]=[C:4]([CH2:8][F:9])[N:3]=1.[CH2:10]([N:14]1[C:22](=[O:23])[C:21]2[C:16](=[CH:17][CH:18]=[CH:19][CH:20]=2)[C:15]1=[O:24])[CH2:11][C:12]#[CH:13]. No catalyst specified. The product is [F:9][CH2:8][C:4]1[N:3]=[C:2]([C:13]#[C:12][CH2:11][CH2:10][N:14]2[C:22](=[O:23])[C:21]3[C:16](=[CH:17][CH:18]=[CH:19][CH:20]=3)[C:15]2=[O:24])[CH:7]=[CH:6][CH:5]=1. The yield is 6.50.